Predict the product of the given reaction. From a dataset of Forward reaction prediction with 1.9M reactions from USPTO patents (1976-2016). (1) Given the reactants [OH:1][C:2]1[CH:29]=[C:28]([I:30])[CH:27]=[CH:26][C:3]=1[C:4](=[O:25])[CH:5]=[CH:6][C:7]1[CH:12]=[C:11]([O:13][CH3:14])[C:10]([O:15][CH2:16][C:17]2[CH:22]=[CH:21][CH:20]=[CH:19][CH:18]=2)=[C:9]([O:23][CH3:24])[CH:8]=1.[OH-:31].[Na+].OO.Cl, predict the reaction product. The product is: [OH:31][C:5]1[C:4](=[O:25])[C:3]2[C:2](=[CH:29][C:28]([I:30])=[CH:27][CH:26]=2)[O:1][C:6]=1[C:7]1[CH:12]=[C:11]([O:13][CH3:14])[C:10]([O:15][CH2:16][C:17]2[CH:22]=[CH:21][CH:20]=[CH:19][CH:18]=2)=[C:9]([O:23][CH3:24])[CH:8]=1. (2) Given the reactants [CH2:1]([O:3][C:4]1[CH:9]=[C:8]([C:10]([NH:12][CH2:13][CH3:14])=[O:11])[CH:7]=[CH:6][C:5]=1[N:15]1[CH:19]=[C:18]([C:20]([OH:22])=O)[N:17]=[N:16]1)[CH3:2].[CH:23]1([NH2:26])[CH2:25][CH2:24]1.C1C=CC2N(O)N=NC=2C=1.CCN=C=NCCCN(C)C.C(=O)([O-])O.[Na+], predict the reaction product. The product is: [CH:23]1([NH:26][C:20]([C:18]2[N:17]=[N:16][N:15]([C:5]3[CH:6]=[CH:7][C:8]([C:10]([NH:12][CH2:13][CH3:14])=[O:11])=[CH:9][C:4]=3[O:3][CH2:1][CH3:2])[CH:19]=2)=[O:22])[CH2:25][CH2:24]1.